Regression. Given two drug SMILES strings and cell line genomic features, predict the synergy score measuring deviation from expected non-interaction effect. From a dataset of NCI-60 drug combinations with 297,098 pairs across 59 cell lines. (1) Drug 2: CCC1(C2=C(COC1=O)C(=O)N3CC4=CC5=C(C=CC(=C5CN(C)C)O)N=C4C3=C2)O.Cl. Cell line: A549. Synergy scores: CSS=34.3, Synergy_ZIP=-2.95, Synergy_Bliss=5.14, Synergy_Loewe=-4.28, Synergy_HSA=7.02. Drug 1: CS(=O)(=O)OCCCCOS(=O)(=O)C. (2) Drug 1: CC1C(C(CC(O1)OC2CC(CC3=C2C(=C4C(=C3O)C(=O)C5=C(C4=O)C(=CC=C5)OC)O)(C(=O)CO)O)N)O. Drug 2: C1=CC(=C(C=C1I)F)NC2=C(C=CC(=C2F)F)C(=O)NOCC(CO)O. Cell line: T-47D. Synergy scores: CSS=63.1, Synergy_ZIP=7.32, Synergy_Bliss=6.61, Synergy_Loewe=0.584, Synergy_HSA=7.93. (3) Drug 1: C(=O)(N)NO. Drug 2: C1=NNC2=C1C(=O)NC=N2. Cell line: ACHN. Synergy scores: CSS=4.21, Synergy_ZIP=-4.30, Synergy_Bliss=-5.37, Synergy_Loewe=-2.17, Synergy_HSA=-3.21. (4) Drug 1: C1=NC2=C(N1)C(=S)N=CN2. Drug 2: C1CCC(C(C1)N)N.C(=O)(C(=O)[O-])[O-].[Pt+4]. Cell line: UACC62. Synergy scores: CSS=48.5, Synergy_ZIP=-7.75, Synergy_Bliss=-7.98, Synergy_Loewe=-7.78, Synergy_HSA=-4.55. (5) Drug 1: C1=CC(=CC=C1CCC2=CNC3=C2C(=O)NC(=N3)N)C(=O)NC(CCC(=O)O)C(=O)O. Drug 2: C1C(C(OC1N2C=NC3=C2NC=NCC3O)CO)O. Cell line: 786-0. Synergy scores: CSS=7.26, Synergy_ZIP=-9.50, Synergy_Bliss=-15.8, Synergy_Loewe=-13.8, Synergy_HSA=-13.1. (6) Drug 1: CN1CCC(CC1)COC2=C(C=C3C(=C2)N=CN=C3NC4=C(C=C(C=C4)Br)F)OC. Drug 2: COC1=NC(=NC2=C1N=CN2C3C(C(C(O3)CO)O)O)N. Cell line: MCF7. Synergy scores: CSS=3.42, Synergy_ZIP=-0.283, Synergy_Bliss=3.23, Synergy_Loewe=-7.56, Synergy_HSA=0.0829. (7) Drug 1: COC1=C2C(=CC3=C1OC=C3)C=CC(=O)O2. Drug 2: COCCOC1=C(C=C2C(=C1)C(=NC=N2)NC3=CC=CC(=C3)C#C)OCCOC.Cl. Cell line: U251. Synergy scores: CSS=-19.5, Synergy_ZIP=9.67, Synergy_Bliss=-2.78, Synergy_Loewe=-21.1, Synergy_HSA=-21.7. (8) Drug 1: C1CC(=O)NC(=O)C1N2CC3=C(C2=O)C=CC=C3N. Drug 2: COC1=NC(=NC2=C1N=CN2C3C(C(C(O3)CO)O)O)N. Cell line: UACC-257. Synergy scores: CSS=0.345, Synergy_ZIP=4.90, Synergy_Bliss=-3.60, Synergy_Loewe=-3.10, Synergy_HSA=-6.60. (9) Synergy scores: CSS=33.6, Synergy_ZIP=-2.82, Synergy_Bliss=-3.23, Synergy_Loewe=-2.00, Synergy_HSA=0.613. Cell line: BT-549. Drug 2: C1C(C(OC1N2C=NC3=C(N=C(N=C32)Cl)N)CO)O. Drug 1: C1=CC(=CC=C1C#N)C(C2=CC=C(C=C2)C#N)N3C=NC=N3. (10) Drug 1: CC12CCC3C(C1CCC2NC(=O)OCC(F)(F)F)CCC4C3(C=CC(=O)N4C)C. Drug 2: CN1C(=O)N2C=NC(=C2N=N1)C(=O)N. Cell line: NCI-H460. Synergy scores: CSS=25.9, Synergy_ZIP=-3.66, Synergy_Bliss=-2.95, Synergy_Loewe=0.961, Synergy_HSA=-0.705.